Dataset: Peptide-MHC class II binding affinity with 134,281 pairs from IEDB. Task: Regression. Given a peptide amino acid sequence and an MHC pseudo amino acid sequence, predict their binding affinity value. This is MHC class II binding data. The peptide sequence is GRSYAADAGYAPATP. The MHC is DRB1_0401 with pseudo-sequence DRB1_0401. The binding affinity (normalized) is 0.642.